This data is from Forward reaction prediction with 1.9M reactions from USPTO patents (1976-2016). The task is: Predict the product of the given reaction. (1) Given the reactants CC(O)C.[NH2:5][CH2:6][C:7](=[C:9]1[CH2:14][CH2:13][CH2:12][N:11]([C:15]2[C:24]([O:25][CH3:26])=[C:23]3[C:18]([C:19](=[O:33])[C:20]([C:30]([OH:32])=[O:31])=[CH:21][N:22]3[CH:27]3[CH2:29][CH2:28]3)=[CH:17][C:16]=2[F:34])[CH2:10]1)[F:8].[ClH:35], predict the reaction product. The product is: [ClH:35].[NH2:5][CH2:6][C:7](=[C:9]1[CH2:14][CH2:13][CH2:12][N:11]([C:15]2[C:24]([O:25][CH3:26])=[C:23]3[C:18]([C:19](=[O:33])[C:20]([C:30]([OH:32])=[O:31])=[CH:21][N:22]3[CH:27]3[CH2:29][CH2:28]3)=[CH:17][C:16]=2[F:34])[CH2:10]1)[F:8]. (2) The product is: [Br:1][C:2]1[CH:11]=[C:10]2[C:5]([C:6](=[O:17])[N:7]3[CH2:15][C:14]([OH:16])([CH3:18])[CH2:13][CH2:12][C:8]3=[N:9]2)=[CH:4][CH:3]=1. Given the reactants [Br:1][C:2]1[CH:11]=[C:10]2[C:5]([C:6](=[O:17])[N:7]3[CH2:15][C:14](=[O:16])[CH2:13][CH2:12][C:8]3=[N:9]2)=[CH:4][CH:3]=1.[CH3:18][Mg+].[Br-], predict the reaction product. (3) Given the reactants CON(C)C([C:6]1[C:15](=[O:16])[C:14]2[C:9](=[CH:10][CH:11]=[CH:12][CH:13]=2)[N:8]([CH2:17][C:18]2[CH:23]=[CH:22][CH:21]=[C:20]([Br:24])[N:19]=2)[CH:7]=1)=O.I[C:27]1[CH:36]=[CH:35][C:34]2[CH2:33][CH2:32][CH2:31][CH2:30][C:29]=2[N:28]=1.C([Mg]Cl)(C)C.C1C[O:45][CH2:44]C1, predict the reaction product. The product is: [Br:24][C:20]1[N:19]=[C:18]([CH2:17][N:8]2[C:9]3[C:14](=[CH:13][CH:12]=[CH:11][CH:10]=3)[C:15](=[O:16])[C:6]([C:44]([C:27]3[CH:36]=[CH:35][C:34]4[CH2:33][CH2:32][CH2:31][CH2:30][C:29]=4[N:28]=3)=[O:45])=[CH:7]2)[CH:23]=[CH:22][CH:21]=1. (4) The product is: [NH2:1][C:2]1[N:10]=[C:9]([O:11][CH2:12][CH2:13][CH2:14][CH3:15])[N:8]=[C:7]2[C:3]=1[NH:4][C:5](=[O:25])[N:6]2[CH2:16][CH2:17][CH2:18][N:19]([CH2:36][C:32]1[CH:31]=[C:30]([CH2:29][C:28]([O:27][CH3:26])=[O:38])[CH:35]=[CH:34][CH:33]=1)[CH2:20][CH2:21][N:22]([CH3:24])[CH3:23]. Given the reactants [NH2:1][C:2]1[N:10]=[C:9]([O:11][CH2:12][CH2:13][CH2:14][CH3:15])[N:8]=[C:7]2[C:3]=1[NH:4][C:5](=[O:25])[N:6]2[CH2:16][CH2:17][CH2:18][NH:19][CH2:20][CH2:21][N:22]([CH3:24])[CH3:23].[CH3:26][O:27][C:28](=[O:38])[CH2:29][C:30]1[CH:35]=[CH:34][CH:33]=[C:32]([CH:36]=O)[CH:31]=1.C(O[BH-](OC(=O)C)OC(=O)C)(=O)C.[Na+], predict the reaction product. (5) Given the reactants [NH2:1][C:2]1[NH:6][C:5]2[CH:7]=[CH:8][C:9]([O:11][C:12]3[CH:17]=[CH:16][C:15]([NH:18][C:19]([NH:21][C:22]4[CH:27]=[C:26]([C:28]([F:31])([F:30])[F:29])[CH:25]=[CH:24][C:23]=4[F:32])=[O:20])=[CH:14][CH:13]=3)=[CH:10][C:4]=2[N:3]=1.[CH3:33][S:34](Cl)(=[O:36])=[O:35].C([O-])([O-])=O.[K+].[K+].O, predict the reaction product. The product is: [F:32][C:23]1[CH:24]=[CH:25][C:26]([C:28]([F:31])([F:29])[F:30])=[CH:27][C:22]=1[NH:21][C:19]([NH:18][C:15]1[CH:14]=[CH:13][C:12]([O:11][C:9]2[CH:8]=[CH:7][C:5]3[NH:6][C:2]([NH:1][S:34]([CH3:33])(=[O:36])=[O:35])=[N:3][C:4]=3[CH:10]=2)=[CH:17][CH:16]=1)=[O:20].